This data is from Reaction yield outcomes from USPTO patents with 853,638 reactions. The task is: Predict the reaction yield, written as a fraction of the theoretical maximum amount of product (1.0 means a 100% yield; for example, 0.34 means a 34% yield). (1) The reactants are [Br:1][C:2]1[C:6]2=[N:7][CH:8]=[CH:9][CH:10]=[C:5]2[S:4][C:3]=1[C:11]([O:13]C)=[O:12].[Li+].[OH-].C1COCC1.O. The catalyst is CO. The product is [Br:1][C:2]1[C:6]2=[N:7][CH:8]=[CH:9][CH:10]=[C:5]2[S:4][C:3]=1[C:11]([OH:13])=[O:12]. The yield is 0.914. (2) The reactants are C[Si](C)(C)[N-][Si](C)(C)C.[Li+].[CH3:11][C:12]([C:14]1[CH:19]=[C:18]([Cl:20])[CH:17]=[CH:16][C:15]=1[OH:21])=[O:13].[C:22](=O)([O:26]CC)[O:23][CH2:24][CH3:25].Cl. The catalyst is C1COCC1. The product is [Cl:20][C:18]1[CH:17]=[CH:16][C:15]([OH:21])=[C:14]([C:12](=[O:13])[CH2:11][C:22]([O:23][CH2:24][CH3:25])=[O:26])[CH:19]=1. The yield is 0.450. (3) The reactants are [Cl:1][C:2]1[CH:28]=[CH:27][C:5]([CH2:6][N:7]2[C:12](=[O:13])[C:11]([CH2:14]O)=[N:10][N:9]([C:16]3[CH:17]=[C:18]([NH:22][C:23](=[O:25])[CH3:24])[CH:19]=[CH:20][CH:21]=3)[C:8]2=[O:26])=[CH:4][CH:3]=1.P(Br)(Br)[Br:30]. The catalyst is C(#N)C.C([O-])(O)=O.[Na+]. The product is [Cl:1][C:2]1[CH:28]=[CH:27][C:5]([CH2:6][N:7]2[C:12](=[O:13])[C:11]([CH2:14][Br:30])=[N:10][N:9]([C:16]3[CH:17]=[C:18]([NH:22][C:23](=[O:25])[CH3:24])[CH:19]=[CH:20][CH:21]=3)[C:8]2=[O:26])=[CH:4][CH:3]=1. The yield is 0.930. (4) The reactants are [CH3:1][C:2]1[C:6]([CH2:7][N:8]2[CH:12]=[C:11]([N:13]3[C:17](=[O:18])[CH2:16][NH:15][C:14]3=[O:19])[CH:10]=[N:9]2)=[C:5]([CH3:20])[O:4][N:3]=1.Br[CH2:22][C:23]1[CH:28]=[CH:27][CH:26]=[CH:25][N:24]=1. No catalyst specified. The product is [CH3:1][C:2]1[C:6]([CH2:7][N:8]2[CH:12]=[C:11]([N:13]3[C:17](=[O:18])[CH2:16][N:15]([CH2:22][C:23]4[CH:28]=[CH:27][CH:26]=[CH:25][N:24]=4)[C:14]3=[O:19])[CH:10]=[N:9]2)=[C:5]([CH3:20])[O:4][N:3]=1. The yield is 0.500. (5) The catalyst is O.C(#N)C.C(OCC)(=O)C.CC([O-])=O.CC([O-])=O.[Pd+2]. The yield is 0.910. The product is [C:1]([O:5][C:6]([N:8]1[CH2:26][CH2:25][C:11]2([CH2:14][N:13]([C@H:15]3[C:23]4[C:18](=[CH:19][C:20]([C:33]5[CH:34]=[CH:35][C:30]([C:27](=[O:29])[NH2:28])=[CH:31][CH:32]=5)=[CH:21][CH:22]=4)[CH2:17][CH2:16]3)[CH2:12]2)[CH2:10][CH2:9]1)=[O:7])([CH3:4])([CH3:3])[CH3:2]. The reactants are [C:1]([O:5][C:6]([N:8]1[CH2:26][CH2:25][C:11]2([CH2:14][N:13]([C@H:15]3[C:23]4[C:18](=[CH:19][C:20](Br)=[CH:21][CH:22]=4)[CH2:17][CH2:16]3)[CH2:12]2)[CH2:10][CH2:9]1)=[O:7])([CH3:4])([CH3:3])[CH3:2].[C:27]([C:30]1[CH:35]=[CH:34][C:33](B(O)O)=[CH:32][CH:31]=1)(=[O:29])[NH2:28].C1C=C(S([O-])(=O)=O)C=C(P(C2C=CC=C(S([O-])(=O)=O)C=2)C2C=CC=C(S([O-])(=O)=O)C=2)C=1.[Na+].[Na+].[Na+].C(NC(C)C)(C)C. (6) The yield is 0.950. The product is [CH3:1][O:2][C:3]1[CH:12]=[CH:11][CH:10]=[C:9]2[C:4]=1[CH2:5][CH2:6][NH:7][CH2:8]2. The reactants are [CH3:1][O:2][C:3]1[CH:12]=[CH:11][CH:10]=[C:9]2[C:4]=1[CH:5]=[CH:6][N:7]=[CH:8]2.Cl. The catalyst is CCO.[Pt]=O.